Task: Binary Classification. Given a T-cell receptor sequence (or CDR3 region) and an epitope sequence, predict whether binding occurs between them.. Dataset: TCR-epitope binding with 47,182 pairs between 192 epitopes and 23,139 TCRs (1) The epitope is SLFNTVATLY. The TCR CDR3 sequence is CASSQGHGQGAFSNSPLHF. Result: 0 (the TCR does not bind to the epitope). (2) The epitope is RQLLFVVEV. The TCR CDR3 sequence is CATREGTGWTGELFF. Result: 0 (the TCR does not bind to the epitope). (3) The epitope is TSNQVAVLY. Result: 0 (the TCR does not bind to the epitope). The TCR CDR3 sequence is CASSPGQAYEQYF. (4) The epitope is IPIQASLPF. The TCR CDR3 sequence is CASSPMVGTEAFF. Result: 0 (the TCR does not bind to the epitope). (5) The epitope is GTSGSPIVNR. The TCR CDR3 sequence is CASSFTGSSYEQYF. Result: 1 (the TCR binds to the epitope). (6) The epitope is ATVVIGTSK. The TCR CDR3 sequence is CASSLVGYEQFF. Result: 0 (the TCR does not bind to the epitope). (7) The epitope is HLVDFQVTI. The TCR CDR3 sequence is CASSLNYRGVNEQYF. Result: 0 (the TCR does not bind to the epitope). (8) The epitope is TSNQVAVLY. The TCR CDR3 sequence is CSGQGSWDTQYF. Result: 0 (the TCR does not bind to the epitope). (9) The epitope is FLNGSCGSV. The TCR CDR3 sequence is CASTRSTYGLEQYF. Result: 1 (the TCR binds to the epitope). (10) The epitope is YLNTLTLAV. Result: 1 (the TCR binds to the epitope). The TCR CDR3 sequence is CASSPSGSGETQYF.